This data is from NCI-60 drug combinations with 297,098 pairs across 59 cell lines. The task is: Regression. Given two drug SMILES strings and cell line genomic features, predict the synergy score measuring deviation from expected non-interaction effect. (1) Drug 1: CC1CCC2CC(C(=CC=CC=CC(CC(C(=O)C(C(C(=CC(C(=O)CC(OC(=O)C3CCCCN3C(=O)C(=O)C1(O2)O)C(C)CC4CCC(C(C4)OC)OCCO)C)C)O)OC)C)C)C)OC. Drug 2: CCC1(C2=C(COC1=O)C(=O)N3CC4=CC5=C(C=CC(=C5CN(C)C)O)N=C4C3=C2)O.Cl. Cell line: SK-MEL-2. Synergy scores: CSS=19.1, Synergy_ZIP=8.80, Synergy_Bliss=13.0, Synergy_Loewe=-2.27, Synergy_HSA=8.25. (2) Drug 1: C1=CC(=CC=C1CC(C(=O)O)N)N(CCCl)CCCl.Cl. Drug 2: COC1=C2C(=CC3=C1OC=C3)C=CC(=O)O2. Cell line: MDA-MB-435. Synergy scores: CSS=-3.81, Synergy_ZIP=2.85, Synergy_Bliss=0.878, Synergy_Loewe=-3.93, Synergy_HSA=-5.01. (3) Drug 1: CC(C1=C(C=CC(=C1Cl)F)Cl)OC2=C(N=CC(=C2)C3=CN(N=C3)C4CCNCC4)N. Drug 2: COC1=NC(=NC2=C1N=CN2C3C(C(C(O3)CO)O)O)N. Cell line: A549. Synergy scores: CSS=15.9, Synergy_ZIP=-0.304, Synergy_Bliss=3.26, Synergy_Loewe=-20.2, Synergy_HSA=0.445. (4) Drug 1: CS(=O)(=O)C1=CC(=C(C=C1)C(=O)NC2=CC(=C(C=C2)Cl)C3=CC=CC=N3)Cl. Drug 2: CCCS(=O)(=O)NC1=C(C(=C(C=C1)F)C(=O)C2=CNC3=C2C=C(C=N3)C4=CC=C(C=C4)Cl)F. Cell line: HCT116. Synergy scores: CSS=1.06, Synergy_ZIP=-0.313, Synergy_Bliss=-0.803, Synergy_Loewe=-3.35, Synergy_HSA=-2.88. (5) Drug 1: CC1C(C(CC(O1)OC2CC(CC3=C2C(=C4C(=C3O)C(=O)C5=C(C4=O)C(=CC=C5)OC)O)(C(=O)CO)O)N)O.Cl. Drug 2: C(CN)CNCCSP(=O)(O)O. Cell line: HCC-2998. Synergy scores: CSS=2.05, Synergy_ZIP=2.02, Synergy_Bliss=-3.39, Synergy_Loewe=-5.01, Synergy_HSA=-2.16. (6) Drug 1: CCN(CC)CCCC(C)NC1=C2C=C(C=CC2=NC3=C1C=CC(=C3)Cl)OC. Drug 2: N.N.Cl[Pt+2]Cl. Cell line: ACHN. Synergy scores: CSS=67.2, Synergy_ZIP=-4.37, Synergy_Bliss=0.0915, Synergy_Loewe=-2.11, Synergy_HSA=1.24. (7) Drug 1: CS(=O)(=O)C1=CC(=C(C=C1)C(=O)NC2=CC(=C(C=C2)Cl)C3=CC=CC=N3)Cl. Drug 2: C1C(C(OC1N2C=C(C(=O)NC2=O)F)CO)O. Cell line: NCIH23. Synergy scores: CSS=22.9, Synergy_ZIP=-11.5, Synergy_Bliss=-7.60, Synergy_Loewe=-20.9, Synergy_HSA=-7.29.